Regression. Given a target protein amino acid sequence and a drug SMILES string, predict the binding affinity score between them. We predict pAffinity (pAffinity = -log10(affinity in M)). Dataset: bindingdb_patent. From a dataset of Drug-target binding data from BindingDB patent sources. The compound is CC1(CCCCC1)C(=O)NC(CC1CCN(CC1)C(=O)CCc1ccc2CCCNc2n1)C(O)=O. The target protein (P08648) has sequence MGSRTPESPLHAVQLRWGPRRRPPLLPLLLLLLPPPPRVGGFNLDAEAPAVLSGPPGSFFGFSVEFYRPGTDGVSVLVGAPKANTSQPGVLQGGAVYLCPWGASPTQCTPIEFDSKGSRLLESSLSSSEGEEPVEYKSLQWFGATVRAHGSSILACAPLYSWRTEKEPLSDPVGTCYLSTDNFTRILEYAPCRSDFSWAAGQGYCQGGFSAEFTKTGRVVLGGPGSYFWQGQILSATQEQIAESYYPEYLINLVQGQLQTRQASSIYDDSYLGYSVAVGEFSGDDTEDFVAGVPKGNLTYGYVTILNGSDIRSLYNFSGEQMASYFGYAVAATDVNGDGLDDLLVGAPLLMDRTPDGRPQEVGRVYVYLQHPAGIEPTPTLTLTGHDEFGRFGSSLTPLGDLDQDGYNDVAIGAPFGGETQQGVVFVFPGGPGGLGSKPSQVLQPLWAASHTPDFFGSALRGGRDLDGNGYPDLIVGSFGVDKAVVYRGRPIVSASASLT.... The pAffinity is 7.0.